Dataset: Reaction yield outcomes from USPTO patents with 853,638 reactions. Task: Predict the reaction yield, written as a fraction of the theoretical maximum amount of product (1.0 means a 100% yield; for example, 0.34 means a 34% yield). The reactants are [CH3:1][O:2][C:3](=[O:20])[C:4]1[CH:9]=[CH:8][C:7]([CH3:10])=[C:6]([N:11]2[C:16](=[O:17])[CH:15]=[C:14]([OH:18])[N:13]=[C:12]2[CH3:19])[CH:5]=1.[F:21][C:22]1[CH:29]=[C:28]([F:30])[CH:27]=[CH:26][C:23]=1[CH2:24]Br.C(=O)([O-])[O-].[K+].[K+].C1OCCOCCOCCOCCOCCOC1. The catalyst is CN(C)C=O. The product is [CH3:1][O:2][C:3](=[O:20])[C:4]1[CH:9]=[CH:8][C:7]([CH3:10])=[C:6]([N:11]2[C:16](=[O:17])[CH:15]=[C:14]([O:18][CH2:24][C:23]3[CH:26]=[CH:27][C:28]([F:30])=[CH:29][C:22]=3[F:21])[N:13]=[C:12]2[CH3:19])[CH:5]=1. The yield is 0.360.